From a dataset of Reaction yield outcomes from USPTO patents with 853,638 reactions. Predict the reaction yield, written as a fraction of the theoretical maximum amount of product (1.0 means a 100% yield; for example, 0.34 means a 34% yield). (1) The reactants are Br[CH2:2][C:3]1[CH:8]=[CH:7][CH:6]=[C:5]([O:9][C:10]([F:13])([F:12])[F:11])[CH:4]=1.[Cl:14][C:15]1[CH:16]=[C:17]([N:32]2[CH:36]=[N:35][C:34]([C:37]([NH:39][CH2:40][C:41](=[O:46])[C:42]([CH3:45])([CH3:44])[CH3:43])=[O:38])=[N:33]2)[CH:18]=[C:19]([Cl:31])[C:20]=1[O:21]CC1C=CC(OC)=CC=1.C(OCC)(=O)C. The catalyst is CN(C=O)C. The product is [Cl:14][C:15]1[CH:16]=[C:17]([N:32]2[CH:36]=[N:35][C:34]([C:37]([NH:39][CH:40]([C:41](=[O:46])[C:42]([CH3:44])([CH3:43])[CH3:45])[CH2:2][C:3]3[CH:8]=[CH:7][CH:6]=[C:5]([O:9][C:10]([F:13])([F:12])[F:11])[CH:4]=3)=[O:38])=[N:33]2)[CH:18]=[C:19]([Cl:31])[C:20]=1[OH:21]. The yield is 0.260. (2) The reactants are [CH2:1]([O:3][C:4](=[O:32])[CH:5]([C:21]1[N:22]=[CH:23][N:24]([CH:26]2[CH2:31][CH2:30][CH2:29][CH2:28][CH2:27]2)[CH:25]=1)[CH2:6][C:7]1[CH:8]=[N:9][C:10]([NH:13]C(OC(C)(C)C)=O)=[CH:11][CH:12]=1)[CH3:2].Cl. The catalyst is C(O)C. The product is [CH2:1]([O:3][C:4](=[O:32])[CH:5]([C:21]1[N:22]=[CH:23][N:24]([CH:26]2[CH2:27][CH2:28][CH2:29][CH2:30][CH2:31]2)[CH:25]=1)[CH2:6][C:7]1[CH:8]=[N:9][C:10]([NH2:13])=[CH:11][CH:12]=1)[CH3:2]. The yield is 0.990.